Dataset: Reaction yield outcomes from USPTO patents with 853,638 reactions. Task: Predict the reaction yield, written as a fraction of the theoretical maximum amount of product (1.0 means a 100% yield; for example, 0.34 means a 34% yield). (1) The reactants are [CH2:1]([NH:3][C:4]1[N:5]=[C:6]([CH3:20])[C:7]2[CH:13]=[CH:12][C:11](=[O:14])[N:10]([CH2:15][CH2:16][CH2:17][O:18][CH3:19])[C:8]=2[N:9]=1)[CH3:2].C(O)(=O)C.[Br:25]Br. The catalyst is C(Cl)Cl.O. The product is [Br:25][C:12]1[C:11](=[O:14])[N:10]([CH2:15][CH2:16][CH2:17][O:18][CH3:19])[C:8]2[N:9]=[C:4]([NH:3][CH2:1][CH3:2])[N:5]=[C:6]([CH3:20])[C:7]=2[CH:13]=1. The yield is 0.560. (2) The reactants are [Cl:1][C:2]1[CH:7]=[CH:6][C:5](B(O)O)=[CH:4][CH:3]=1.[CH3:11][O:12][C:13]([C:15]1[S:16][C:17](I)=[CH:18][C:19]=1[N:20]([C:28]([C@H:30]1[CH2:35][CH2:34][C@H:33]([CH3:36])[CH2:32][CH2:31]1)=[O:29])[CH:21]1[CH2:26][CH2:25][N:24]([CH3:27])[CH2:23][CH2:22]1)=[O:14].C1(C)C=CC=CC=1.CO.C([O-])([O-])=O.[Na+].[Na+]. The catalyst is C1(C)C=CC=CC=1. The product is [CH3:11][O:12][C:13]([C:15]1[S:16][C:17]([C:5]2[CH:6]=[CH:7][C:2]([Cl:1])=[CH:3][CH:4]=2)=[CH:18][C:19]=1[N:20]([C:28]([C@H:30]1[CH2:31][CH2:32][C@H:33]([CH3:36])[CH2:34][CH2:35]1)=[O:29])[CH:21]1[CH2:22][CH2:23][N:24]([CH3:27])[CH2:25][CH2:26]1)=[O:14]. The yield is 0.715. (3) The reactants are [N:1]1([C@H:7]2[CH2:10][C@H:9]([C:11]3[S:12][C:13]4[CH:19]=[C:18]([C:20]5[CH:21]=[N:22][NH:23][CH:24]=5)[CH:17]=[CH:16][C:14]=4[N:15]=3)[CH2:8]2)[CH2:6][CH2:5][CH2:4][CH2:3][CH2:2]1.[H-].[Na+].I[CH3:28]. The catalyst is CN(C=O)C. The product is [CH3:28][N:23]1[CH:24]=[C:20]([C:18]2[CH:17]=[CH:16][C:14]3[N:15]=[C:11]([C@H:9]4[CH2:8][C@H:7]([N:1]5[CH2:6][CH2:5][CH2:4][CH2:3][CH2:2]5)[CH2:10]4)[S:12][C:13]=3[CH:19]=2)[CH:21]=[N:22]1. The yield is 0.676. (4) The reactants are [CH3:1][C:2]([S:9][CH2:10][C@@H:11]1[CH2:16][CH2:15][CH2:14][CH2:13][O:12]1)([CH3:8])[C:3]([O:5]CC)=[O:4].O.[OH-].[Li+]. The catalyst is O1CCOCC1.O. The yield is 0.890. The product is [CH3:8][C:2]([S:9][CH2:10][C@@H:11]1[CH2:16][CH2:15][CH2:14][CH2:13][O:12]1)([CH3:1])[C:3]([OH:5])=[O:4]. (5) The reactants are C(OC(=O)[NH:7][C:8]1[CH:16]=[C:15]2[C:11]([C:12]([C:28]#[N:29])=[C:13]([C:19]3[CH:24]=[CH:23][C:22]([O:25][CH2:26][CH3:27])=[CH:21][CH:20]=3)[N:14]2[CH2:17][CH3:18])=[CH:10][CH:9]=1)(C)(C)C.C(O)(C(F)(F)F)=O.C(Cl)Cl. No catalyst specified. The product is [NH2:7][C:8]1[CH:16]=[C:15]2[C:11]([C:12]([C:28]#[N:29])=[C:13]([C:19]3[CH:24]=[CH:23][C:22]([O:25][CH2:26][CH3:27])=[CH:21][CH:20]=3)[N:14]2[CH2:17][CH3:18])=[CH:10][CH:9]=1. The yield is 0.960. (6) The reactants are [CH2:1]([N:3]1[CH2:7][CH2:6][CH2:5][CH:4]1[CH2:8][O:9][C:10]1[CH:11]=[C:12]2[C:17](=[CH:18][CH:19]=1)[CH:16]=[C:15]([C:20]1[C:28]3[C:23](=[CH:24][CH:25]=[C:26]([C:29]#[N:30])[CH:27]=3)[N:22](C3CCCCO3)[N:21]=1)[CH:14]=[CH:13]2)[CH3:2].[OH-].[K+].F[P-](F)(F)(F)(F)F.N1([O:55]C(N(C)C)=[N+](C)C)C2C=CC=CC=2N=N1.O.ON1C2C=CC=CC=2N=N1.C(N(CC)CC)C.[CH2:81](N)[CH2:82][CH:83]([CH3:85])[CH3:84]. The catalyst is C(O)C.O. The product is [CH3:84][CH:83]([CH3:85])[CH2:82][CH2:81][NH:30][C:29]([C:26]1[CH:27]=[C:28]2[C:23](=[CH:24][CH:25]=1)[NH:22][N:21]=[C:20]2[C:15]1[CH:14]=[CH:13][C:12]2[C:17](=[CH:18][CH:19]=[C:10]([O:9][CH2:8][CH:4]3[CH2:5][CH2:6][CH2:7][N:3]3[CH2:1][CH3:2])[CH:11]=2)[CH:16]=1)=[O:55]. The yield is 0.500. (7) The reactants are [OH-].[Na+].[F:3][C:4]1[CH:9]=[CH:8][CH:7]=[C:6]([F:10])[C:5]=1[S:11](Cl)(=[O:13])=[O:12].[F:15][C:16]1[CH:24]=[C:23]2[C:19]([C:20]([CH:25]3[CH2:30][CH2:29][N:28]([CH3:31])[CH2:27][CH2:26]3)=[CH:21][NH:22]2)=[CH:18][C:17]=1[OH:32]. The catalyst is C1COCC1. The product is [F:15][C:16]1[CH:24]=[C:23]2[C:19]([C:20]([CH:25]3[CH2:26][CH2:27][N:28]([CH3:31])[CH2:29][CH2:30]3)=[CH:21][NH:22]2)=[CH:18][C:17]=1[O:32][S:11]([C:5]1[C:6]([F:10])=[CH:7][CH:8]=[CH:9][C:4]=1[F:3])(=[O:13])=[O:12]. The yield is 0.270. (8) The reactants are [C:1]([O:5][C:6]([N:8]1[CH2:14][C:13]2[CH:15]=[C:16]([Cl:19])[CH:17]=[CH:18][C:12]=2[NH:11][C:10](=O)[CH2:9]1)=[O:7])([CH3:4])([CH3:3])[CH3:2].COC1C=CC(P2(=S)SP(=S)(C3C=CC(OC)=CC=3)[S:30]2)=CC=1. The catalyst is O1CCCC1. The product is [C:1]([O:5][C:6]([N:8]1[CH2:14][C:13]2[CH:15]=[C:16]([Cl:19])[CH:17]=[CH:18][C:12]=2[NH:11][C:10](=[S:30])[CH2:9]1)=[O:7])([CH3:4])([CH3:3])[CH3:2]. The yield is 0.864.